This data is from Full USPTO retrosynthesis dataset with 1.9M reactions from patents (1976-2016). The task is: Predict the reactants needed to synthesize the given product. (1) Given the product [NH2:8][CH:9]([CH:13]1[CH2:18][CH2:17][CH2:16][CH2:15][CH:14]1[C:19]([F:20])([F:21])[F:22])[C:10]([NH:33][C:32]1[CH:31]=[CH:30][C:29]([C:26]2[CH:25]=[CH:24][N:23]=[CH:28][CH:27]=2)=[CH:35][CH:34]=1)=[O:12], predict the reactants needed to synthesize it. The reactants are: C(OC([NH:8][CH:9]([CH:13]1[CH2:18][CH2:17][CH2:16][CH2:15][CH:14]1[C:19]([F:22])([F:21])[F:20])[C:10]([OH:12])=O)=O)(C)(C)C.[N:23]1[CH:28]=[CH:27][C:26]([C:29]2[CH:35]=[CH:34][C:32]([NH2:33])=[CH:31][CH:30]=2)=[CH:25][CH:24]=1. (2) Given the product [C:5]([C:9]1[CH:14]=[CH:13][C:12]([C:15](=[O:21])[CH2:16][CH2:17][C:18]([OH:20])=[O:19])=[CH:11][CH:10]=1)([CH3:8])([CH3:7])[CH3:6], predict the reactants needed to synthesize it. The reactants are: [Cl-].[Al+3].[Cl-].[Cl-].[C:5]([C:9]1[CH:14]=[CH:13][CH:12]=[CH:11][CH:10]=1)([CH3:8])([CH3:7])[CH3:6].[C:15]1(=[O:21])[O:20][C:18](=[O:19])[CH2:17][CH2:16]1.ClC(Cl)C(Cl)Cl.